This data is from Peptide-MHC class I binding affinity with 185,985 pairs from IEDB/IMGT. The task is: Regression. Given a peptide amino acid sequence and an MHC pseudo amino acid sequence, predict their binding affinity value. This is MHC class I binding data. The peptide sequence is VMKRNFIDF. The MHC is HLA-A26:01 with pseudo-sequence HLA-A26:01. The binding affinity (normalized) is 0.0847.